This data is from Forward reaction prediction with 1.9M reactions from USPTO patents (1976-2016). The task is: Predict the product of the given reaction. (1) Given the reactants [CH3:1][O:2][C:3]1[CH:4]=[CH:5][C:6]2[CH:12]([C:13]3[CH:18]=[CH:17][CH:16]=[CH:15][CH:14]=3)[CH2:11][CH2:10][N:9]([CH3:19])[CH2:8][C:7]=2[CH:20]=1.[C:21]([OH:28])(=[O:27])/[CH:22]=[CH:23]/[C:24]([OH:26])=[O:25], predict the reaction product. The product is: [C:21]([OH:28])(=[O:27])/[CH:22]=[CH:23]/[C:24]([OH:26])=[O:25].[CH3:1][O:2][C:3]1[CH:4]=[CH:5][C:6]2[CH:12]([C:13]3[CH:14]=[CH:15][CH:16]=[CH:17][CH:18]=3)[CH2:11][CH2:10][N:9]([CH3:19])[CH2:8][C:7]=2[CH:20]=1. (2) Given the reactants [CH:1]1(B(O)O)[CH2:3][CH2:2]1.N1C=CC=CC=1.C(N(CC)CC)C.[CH2:20]([O:22][C:23]([C:25]1[CH:26]=[N:27][NH:28][C:29]=1[C:30]([F:33])([F:32])[F:31])=[O:24])[CH3:21], predict the reaction product. The product is: [CH2:20]([O:22][C:23]([C:25]1[C:29]([C:30]([F:32])([F:33])[F:31])=[N:28][N:27]([CH:1]2[CH2:3][CH2:2]2)[CH:26]=1)=[O:24])[CH3:21]. (3) Given the reactants C(O[C:9]1[CH:10]=[CH:11][C:12](OC(C)COC)=[C:13]([C:15]2[NH:19][N:18]=[C:17]([OH:20])[CH:16]=2)[CH:14]=1)C1C=CC=CC=1.[CH2:27]([N:31]1C2C=C(C(O)=O)C=CC=2[N:33]=[CH:32]1)[CH:28]([CH3:30])[CH3:29], predict the reaction product. The product is: [CH2:27]([N:31]1[C:9]2[CH:14]=[C:13]([C:15]3[NH:19][N:18]=[C:17]([OH:20])[CH:16]=3)[CH:12]=[CH:11][C:10]=2[N:33]=[CH:32]1)[CH:28]([CH3:30])[CH3:29].